This data is from Cav3 T-type calcium channel HTS with 100,875 compounds. The task is: Binary Classification. Given a drug SMILES string, predict its activity (active/inactive) in a high-throughput screening assay against a specified biological target. (1) The molecule is S(CC(=O)N1CCN(CC1)C(OCC)=O)CC(=O)Nc1scc(n1)c1sccc1. The result is 0 (inactive). (2) The molecule is Clc1cc(N2CCN(CC2)C2=C(NS(=O)(=O)c3sccc3)C(=O)c3c(C2=O)cccc3)ccc1. The result is 0 (inactive). (3) The compound is Clc1c(NC(CC(=O)c2ccccc2)C(OCC(=O)c2sccc2)=O)cccc1. The result is 0 (inactive). (4) The compound is O1C2(C3C(C1C=C2)C(=O)N(C3=O)c1ccccc1)CNC(=O)C(C)(C)C. The result is 0 (inactive).